Dataset: Peptide-MHC class II binding affinity with 134,281 pairs from IEDB. Task: Regression. Given a peptide amino acid sequence and an MHC pseudo amino acid sequence, predict their binding affinity value. This is MHC class II binding data. (1) The peptide sequence is ESATILMTATPPGTS. The MHC is HLA-DQA10201-DQB10303 with pseudo-sequence HLA-DQA10201-DQB10303. The binding affinity (normalized) is 0.637. (2) The binding affinity (normalized) is 0.368. The MHC is DRB1_1602 with pseudo-sequence DRB1_1602. The peptide sequence is IVQINGRHFDLRAQG. (3) The MHC is HLA-DQA10102-DQB10602 with pseudo-sequence HLA-DQA10102-DQB10602. The peptide sequence is INEPTAAAIAYPLDR. The binding affinity (normalized) is 0.787. (4) The binding affinity (normalized) is 0.189. The MHC is DRB1_0701 with pseudo-sequence DRB1_0701. The peptide sequence is EGKQSLTKLAAAWGG. (5) The peptide sequence is CIEYVTLNASQYANC. The MHC is DRB1_0404 with pseudo-sequence DRB1_0404. The binding affinity (normalized) is 0.402. (6) The peptide sequence is PYVSKNPRQAYANYR. The MHC is HLA-DPA10103-DPB10201 with pseudo-sequence HLA-DPA10103-DPB10201. The binding affinity (normalized) is 0.110. (7) The MHC is DRB1_1501 with pseudo-sequence DRB1_1501. The peptide sequence is HSRNLINELSERMAG. The binding affinity (normalized) is 0.521.